Dataset: Reaction yield outcomes from USPTO patents with 853,638 reactions. Task: Predict the reaction yield, written as a fraction of the theoretical maximum amount of product (1.0 means a 100% yield; for example, 0.34 means a 34% yield). (1) The reactants are [F:1][C:2]1[CH:3]=[C:4]2[C:9](=[CH:10][CH:11]=1)[N:8]=[C:7]([C:12]1[CH:17]=[CH:16][C:15]([F:18])=[CH:14][CH:13]=1)[N:6]=[C:5]2[C:19](O)=[O:20].Cl.[CH3:23][O:24][C:25]1[CH:26]=[C:27]2[C:32](=[CH:33][CH:34]=1)[CH2:31][NH:30][CH2:29][CH2:28]2. No catalyst specified. The product is [F:1][C:2]1[CH:3]=[C:4]2[C:9](=[CH:10][CH:11]=1)[N:8]=[C:7]([C:12]1[CH:13]=[CH:14][C:15]([F:18])=[CH:16][CH:17]=1)[N:6]=[C:5]2[C:19]([N:30]1[CH2:29][CH2:28][C:27]2[C:32](=[CH:33][CH:34]=[C:25]([O:24][CH3:23])[CH:26]=2)[CH2:31]1)=[O:20]. The yield is 0.506. (2) The reactants are [Cl:1][C:2]1[CH:3]=[CH:4][C:5]([F:16])=[C:6]([C:8]2[O:12][N:11]=[C:10]([CH:13](O)[CH3:14])[N:9]=2)[CH:7]=1.P(Br)(Br)[Br:18].O.C([O-])(O)=O.[Na+]. The catalyst is C1C=CC=CC=1. The product is [Br:18][CH:13]([C:10]1[N:9]=[C:8]([C:6]2[CH:7]=[C:2]([Cl:1])[CH:3]=[CH:4][C:5]=2[F:16])[O:12][N:11]=1)[CH3:14]. The yield is 0.320. (3) The product is [Si:9]([O:8][CH2:7][CH2:6][C@H:2]([NH:1][C:26]([O:28][CH2:29][CH:30]1[C:31]2[CH:32]=[CH:33][CH:34]=[CH:35][C:36]=2[C:37]2[C:42]1=[CH:41][CH:40]=[CH:39][CH:38]=2)=[O:27])[C:3]([OH:5])=[O:4])([C:22]([CH3:25])([CH3:24])[CH3:23])([C:16]1[CH:21]=[CH:20][CH:19]=[CH:18][CH:17]=1)[C:10]1[CH:11]=[CH:12][CH:13]=[CH:14][CH:15]=1. The catalyst is CC#N.C([O-])(O)=O.[Na+]. The yield is 0.680. The reactants are [NH2:1][C@@H:2]([CH2:6][CH2:7][O:8][Si:9]([C:22]([CH3:25])([CH3:24])[CH3:23])([C:16]1[CH:21]=[CH:20][CH:19]=[CH:18][CH:17]=1)[C:10]1[CH:15]=[CH:14][CH:13]=[CH:12][CH:11]=1)[C:3]([OH:5])=[O:4].[C:26](ON1C(=O)CCC1=O)([O:28][CH2:29][CH:30]1[C:42]2[C:37](=[CH:38][CH:39]=[CH:40][CH:41]=2)[C:36]2[C:31]1=[CH:32][CH:33]=[CH:34][CH:35]=2)=[O:27].Cl. (4) The reactants are [CH3:1][O:2][C:3]1[CH:4]=[C:5]([CH:27]=[CH:28][C:29]=1[O:30][CH3:31])[CH2:6][NH:7][C:8]1[N:13]2[N:14]=[C:15]([C:17]3[O:18][CH:19]=[CH:20][CH:21]=3)[N:16]=[C:12]2[CH:11]=[C:10]([C:22]([O:24]CC)=[CH2:23])[N:9]=1.O.[Br:33]N1C(=O)CCC1=O. The catalyst is C1COCC1.C(OCC)(=O)C.C(=O)(O)[O-].[Na+]. The product is [Br:33][CH2:24][C:22]([C:10]1[N:9]=[C:8]([NH:7][CH2:6][C:5]2[CH:27]=[CH:28][C:29]([O:30][CH3:31])=[C:3]([O:2][CH3:1])[CH:4]=2)[N:13]2[N:14]=[C:15]([C:17]3[O:18][CH:19]=[CH:20][CH:21]=3)[N:16]=[C:12]2[CH:11]=1)=[O:23]. The yield is 1.00. (5) The reactants are [Cl:1][C:2]1[CH:7]=[CH:6][C:5]([C:8]2[C:9]([C:14]#[N:15])=[N:10][CH:11]=[CH:12][CH:13]=2)=[C:4](F)[CH:3]=1.[OH-:17].[K+].CO. The catalyst is O. The product is [Cl:1][C:2]1[CH:7]=[CH:6][C:5]2[C:8]3[CH:13]=[CH:12][CH:11]=[N:10][C:9]=3[C:14](=[O:17])[NH:15][C:4]=2[CH:3]=1. The yield is 0.550.